Dataset: Experimentally validated miRNA-target interactions with 360,000+ pairs, plus equal number of negative samples. Task: Binary Classification. Given a miRNA mature sequence and a target amino acid sequence, predict their likelihood of interaction. (1) The miRNA is hsa-miR-4667-5p with sequence ACUGGGGAGCAGAAGGAGAACC. The protein sequence of the target gene is MNGRVDYLVTEEEINLTRGPSGLGFNIVGGTDQQYVSNDSGIYVSRIKENGAAALDGRLQEGDKILSVNGQDLKNLLHQDAVDLFRNAGYAVSLRVQHRLQVQNGPIGHRGEGDPSGIPIFMVLVPVFALTMVAAWAFMRYRQQL. Result: 1 (interaction). (2) The miRNA is hsa-miR-4797-5p with sequence GACAGAGUGCCACUUACUGAA. The protein sequence of the target gene is MLPNTGKLAGCTVFITGASRGIGKAIALKAAKDGANIVIAAKTTQKHPKLLGTIYTAAEEIEAAGGTALPCVVDVRDEQQINSAVEKAVEKFGGIDILVNNASAISLTNTLDTPTKRVDLMMNVNTRGTYLTSKACIPFLKKSKVGHILNLSPPLNLNPLWFKQHCAYTIAKYGMSMCVLGMAEEFRGEIAVNALWPRTAIHTAAMDMLGGSGVENQCRKVDIIADAAYSIFKRPKSFTGNFIIDENILKEEGIKNFDVYAIAPGHPLLPDFFLDEHPDAVMEEKESNDSVPEVKEEKLQ.... Result: 0 (no interaction). (3) The miRNA is hsa-miR-1249-3p with sequence ACGCCCUUCCCCCCCUUCUUCA. The protein sequence of the target gene is MIEVVCNDRLGKKVRVKCNTDDTIGDLKKLIAAQTGTRWNKIVLKKWYTIFKDHVSLGDYEIHDGMNLELYYQ. Result: 0 (no interaction). (4) The miRNA is hsa-miR-548t-5p with sequence CAAAAGUGAUCGUGGUUUUUG. The protein sequence of the target gene is MSQKSWIESTLTKRECVYIIPSSKDPHRCLPGCQICQQLVRCFCGRLVKQHACFTASLAMKYSDVKLGEHFNQAIEEWSVEKHTEQSPTDAYGVINFQGGSHSYRAKYVRLSYDTKPEIILQLLLKEWQMELPKLVISVHGGMQKFELHPRIKQLLGKGLIKAAVTTGAWILTGGVNTGVAKHVGDALKEHASRSSRKICTIGIAPWGVIENRNDLVGRDVVAPYQTLLNPLSKLNVLNNLHSHFILVDDGTVGKYGAEVRLRRELEKTINQQRIHARIGQGVPVVALIFEGGPNVILTV.... Result: 0 (no interaction). (5) The miRNA is hsa-miR-6815-5p with sequence UAGGUGGCGCCGGAGGAGUCAUU. The protein sequence of the target gene is MCPQESSFQPSQFLLLVGVPVASVLLLAQCLRWHCPRRLLGACWTLNGQEEPVSQPTPQLENEVSRQHLPATLPEMVAFYQELHTPTQGQTMVRQLMHKLLVFSAREVDHRGGCLMLQDTGISLLIPPGAVAVGRQERVSLILVWDLSDAPSLSQAQGLVSPVVACGPHGASFLKPCTLTFKHCAEQPSHARTYSSNTTLLDAKVWRPLGRPGAHASRDECRIHLSHFSLYTCVLEAPVGREARKWLQLAVFCSPLVPGQSHLQLRIYFLNNTPCALQWALTNEQPHGGRLRGPCQLFDF.... Result: 0 (no interaction). (6) The miRNA is hsa-miR-3689d with sequence GGGAGGUGUGAUCUCACACUCG. The protein sequence of the target gene is MATASGASDLSGSGAPPPGVGAQAAAAAEEEEREVVRVRVKKCESFLPPEFRSFAVDPQITSLDVLQHILIRAFDLSGKKNFGISYLGRDRLGQEVYLSLLSDWDLSTAFATASKPYLQLRVDIRPSEDSPLLEDWDIISPKDVIGSDVLLAEKRSSLTTAALPFTQSILTQVGRTLSKVQQVLSWSYGEDVKPFKPPLSDAEFHTYLNHEGQLSRPEELRLRIYHGGVEPSLRKVVWRYLLNVYPDGLTGRERMDYMKRKSREYEQLKSEWAQRANPEDLEFIRSTVLKDVLRTDRAHP.... Result: 1 (interaction).